This data is from Forward reaction prediction with 1.9M reactions from USPTO patents (1976-2016). The task is: Predict the product of the given reaction. (1) The product is: [CH2:1]=[C:13]1[CH2:18][CH2:17][CH:16]([C:19]([O:21][CH2:22][CH3:23])=[O:20])[CH2:15][CH2:14]1. Given the reactants [CH2:1]=C1CCC2(OCCO2)CC1.O=[C:13]1[CH2:18][CH2:17][CH:16]([C:19]([O:21][CH2:22][CH3:23])=[O:20])[CH2:15][CH2:14]1.O1C2(CCC(=O)CC2)OCC1, predict the reaction product. (2) Given the reactants [CH3:1][O:2][C:3](=[O:12])[C:4]1[CH:9]=[CH:8][N:7]=[C:6](Cl)[C:5]=1[CH3:11].C1(P(C2C=CC=CC=2)C2C3OC4C(=CC=CC=4P(C4C=CC=CC=4)C4C=CC=CC=4)C(C)(C)C=3C=CC=2)C=CC=CC=1.C(=O)([O-])[O-].[Cs+].[Cs+].C(=[NH:74])(C1C=CC=CC=1)C1C=CC=CC=1.C(=O)(O)[O-].[Na+], predict the reaction product. The product is: [CH3:1][O:2][C:3](=[O:12])[C:4]1[CH:9]=[CH:8][N:7]=[C:6]([NH2:74])[C:5]=1[CH3:11]. (3) Given the reactants O.[NH2:2][C:3]1[N:8]=[C:7]([CH:9]2[CH2:11][CH2:10]2)[N:6]=[C:5]([C:12]([OH:14])=[O:13])[C:4]=1[Cl:15].[C:16](=O)(OC)OC.S(=O)(=O)(O)O.[OH-].[Na+], predict the reaction product. The product is: [NH2:2][C:3]1[N:8]=[C:7]([CH:9]2[CH2:11][CH2:10]2)[N:6]=[C:5]([C:12]([O:14][CH3:16])=[O:13])[C:4]=1[Cl:15]. (4) Given the reactants [NH2:1][C@@H:2]1[C:11]2[C:6](=[CH:7][CH:8]=[CH:9][CH:10]=2)[C@H:5]([OH:12])[CH2:4][CH2:3]1.[H-].[Na+].F[C:16]1[CH:17]=[CH:18][C:19]2[N:20]([C:22]([N:25]3[CH2:30][CH2:29][CH:28]([C:31]([CH3:44])([O:33][Si:34]([CH:41]([CH3:43])[CH3:42])([CH:38]([CH3:40])[CH3:39])[CH:35]([CH3:37])[CH3:36])[CH3:32])[CH2:27][CH2:26]3)=[N:23][N:24]=2)[CH:21]=1.N, predict the reaction product. The product is: [CH3:32][C:31]([CH:28]1[CH2:27][CH2:26][N:25]([C:22]2[N:20]3[CH:21]=[C:16]([O:12][C@H:5]4[C:6]5[C:11](=[CH:10][CH:9]=[CH:8][CH:7]=5)[C@@H:2]([NH2:1])[CH2:3][CH2:4]4)[CH:17]=[CH:18][C:19]3=[N:24][N:23]=2)[CH2:30][CH2:29]1)([O:33][Si:34]([CH:41]([CH3:43])[CH3:42])([CH:38]([CH3:39])[CH3:40])[CH:35]([CH3:36])[CH3:37])[CH3:44]. (5) The product is: [CH3:1][C@@:2]12[C@@H:10]([C@H:11]([CH3:19])[CH2:12][CH2:13][C@H:14]([CH3:18])[CH:15]([CH3:16])[CH3:17])[CH2:9][CH2:8][C@H:7]1[C:6](=[O:20])[CH2:5][CH2:4][CH2:3]2. Given the reactants [CH3:1][C@@:2]12[C@@H:10]([C@H:11]([CH3:19])[CH2:12][CH2:13][C@H:14]([CH3:18])[CH:15]([CH3:17])[CH3:16])[CH2:9][CH2:8][C@H:7]1[C@@H:6]([OH:20])[CH2:5][CH2:4][CH2:3]2.[Cr](O[Cr]([O-])(=O)=O)([O-])(=O)=O.[NH+]1C=CC=CC=1.[NH+]1C=CC=CC=1.C1(C)C=CC(S([O-])(=O)=O)=CC=1.[NH+]1C=CC=CC=1, predict the reaction product.